From a dataset of Full USPTO retrosynthesis dataset with 1.9M reactions from patents (1976-2016). Predict the reactants needed to synthesize the given product. (1) The reactants are: [Na+].[I-:2].[C:3]([Si:7]([O:10][C@@H:11]1[C:19]2[C:14](=[C:15](Br)[CH:16]=[CH:17][CH:18]=2)[CH2:13][CH2:12]1)([CH3:9])[CH3:8])([CH3:6])([CH3:5])[CH3:4].O. Given the product [C:3]([Si:7]([O:10][C@@H:11]1[C:19]2[C:14](=[C:15]([I:2])[CH:16]=[CH:17][CH:18]=2)[CH2:13][CH2:12]1)([CH3:9])[CH3:8])([CH3:6])([CH3:5])[CH3:4], predict the reactants needed to synthesize it. (2) Given the product [C:6]([Cl:34])(=[O:5])[CH2:7][CH2:8][CH2:9][CH2:10][CH2:12][CH3:13].[CH2:1]([O:5][C:6]1[CH:11]=[C:10]([CH2:12][CH2:13][C:14]([O:16][CH3:17])=[O:15])[CH:9]=[CH:8][C:7]=1[C:18]1[CH:23]=[CH:22][CH:21]=[C:20]([CH2:24][N:25]([C:6](=[O:5])[CH2:7][CH2:8][CH2:9][CH2:10][CH2:32][CH3:33])[CH3:26])[CH:19]=1)[CH2:2][CH2:3][CH3:4], predict the reactants needed to synthesize it. The reactants are: [CH2:1]([O:5][C:6]1[CH:11]=[C:10]([CH2:12][CH2:13][C:14]([O:16][CH3:17])=[O:15])[CH:9]=[CH:8][C:7]=1[C:18]1[CH:23]=[CH:22][CH:21]=[C:20]([CH2:24][NH:25][CH3:26])[CH:19]=1)[CH2:2][CH2:3][CH3:4].C(N([CH2:32][CH3:33])CC)C.[Cl:34]CCl. (3) Given the product [CH3:31][O:30][C:27]1[CH:28]=[CH:29][C:24]([CH2:23][NH:22][C:4]2[C:5]([NH:8][C:9]([C:11]3[N:12]([CH3:21])[N:13]=[C:14]([C:17]([CH3:19])([CH3:18])[CH3:20])[C:15]=3[Cl:16])=[O:10])=[N:6][CH:7]=[C:2]([C:35]3[CH:36]=[CH:37][CH:38]=[CH:39][C:34]=3[C:33]([F:44])([F:43])[F:32])[N:3]=2)=[CH:25][CH:26]=1, predict the reactants needed to synthesize it. The reactants are: Br[C:2]1[N:3]=[C:4]([NH:22][CH2:23][C:24]2[CH:29]=[CH:28][C:27]([O:30][CH3:31])=[CH:26][CH:25]=2)[C:5]([NH:8][C:9]([C:11]2[N:12]([CH3:21])[N:13]=[C:14]([C:17]([CH3:20])([CH3:19])[CH3:18])[C:15]=2[Cl:16])=[O:10])=[N:6][CH:7]=1.[F:32][C:33]([F:44])([F:43])[C:34]1[CH:39]=[CH:38][CH:37]=[CH:36][C:35]=1B(O)O.C([O-])([O-])=O.[K+].[K+].C(Cl)Cl. (4) The reactants are: [NH2:1][CH2:2][CH2:3][CH:4]1[O:10][CH2:9][CH2:8][N:7]([C:11]([O:13][C:14]([CH3:17])([CH3:16])[CH3:15])=[O:12])[CH2:6][CH:5]1[C:18]1[CH:23]=[CH:22][C:21]([Cl:24])=[C:20]([Cl:25])[CH:19]=1.C(N(CC)CC)C.[CH3:33][S:34](Cl)(=[O:36])=[O:35].O. Given the product [Cl:25][C:20]1[CH:19]=[C:18]([CH:5]2[CH:4]([CH2:3][CH2:2][NH:1][S:34]([CH3:33])(=[O:36])=[O:35])[O:10][CH2:9][CH2:8][N:7]([C:11]([O:13][C:14]([CH3:17])([CH3:16])[CH3:15])=[O:12])[CH2:6]2)[CH:23]=[CH:22][C:21]=1[Cl:24], predict the reactants needed to synthesize it. (5) Given the product [Br:10][C:11]1[S:15][C:14]([C:16]([NH:9][CH2:8][CH2:7][C:4]2[CH:5]=[CH:6][CH:1]=[CH:2][CH:3]=2)=[O:17])=[CH:13][CH:12]=1, predict the reactants needed to synthesize it. The reactants are: [CH:1]1[CH:6]=[CH:5][C:4]([CH2:7][CH2:8][NH2:9])=[CH:3][CH:2]=1.[Br:10][C:11]1[S:15][C:14]([C:16](Cl)=[O:17])=[CH:13][CH:12]=1. (6) Given the product [CH3:1][C:2]1[CH:7]=[C:6]([C:8]([OH:10])=[O:9])[CH:5]=[CH:4][C:3]=1[C:12]1[CH:17]=[CH:16][CH:15]=[CH:14][C:13]=1[CH3:18], predict the reactants needed to synthesize it. The reactants are: [CH3:1][C:2]1[CH:7]=[C:6]([C:8]([O:10]C)=[O:9])[CH:5]=[CH:4][C:3]=1[C:12]1[CH:17]=[CH:16][CH:15]=[CH:14][C:13]=1[CH3:18].[OH-].[Na+].Cl.O. (7) The reactants are: Cl.[O:2]1[CH2:7][CH2:6][CH:5]([CH2:8][O:9][C:10]2[CH:11]=[C:12](/[CH:16]=[CH:17]/[CH2:18][NH2:19])[CH:13]=[CH:14][CH:15]=2)[CH2:4][CH2:3]1. Given the product [O:2]1[CH2:7][CH2:6][CH:5]([CH2:8][O:9][C:10]2[CH:11]=[C:12]([CH2:16][CH2:17][CH2:18][NH2:19])[CH:13]=[CH:14][CH:15]=2)[CH2:4][CH2:3]1, predict the reactants needed to synthesize it. (8) Given the product [NH:18]1[C:19]2[C:15](=[CH:14][C:13]([O:12][C:6]3[C:5]4[C:10](=[CH:11][C:2]([O:1][CH2:32][CH2:31][O:30][C:27]5[CH:28]=[CH:29][N:24]=[CH:25][CH:26]=5)=[C:3]([O:22][CH3:23])[CH:4]=4)[N:9]=[CH:8][N:7]=3)=[CH:21][CH:20]=2)[CH:16]=[CH:17]1, predict the reactants needed to synthesize it. The reactants are: [OH:1][C:2]1[CH:11]=[C:10]2[C:5]([C:6]([O:12][C:13]3[CH:14]=[C:15]4[C:19](=[CH:20][CH:21]=3)[NH:18][CH:17]=[CH:16]4)=[N:7][CH:8]=[N:9]2)=[CH:4][C:3]=1[O:22][CH3:23].[N:24]1[CH:29]=[CH:28][C:27]([O:30][CH2:31][CH2:32]O)=[CH:26][CH:25]=1. (9) Given the product [N:1]12[CH2:8][CH2:7][CH:4]([CH2:5][CH2:6]1)[CH:3]([O:9][C:10](=[O:22])[NH:11][C:12]([C:15]1[CH:20]=[CH:19][C:18]([C:30]3[CH:31]=[CH:32][C:27]([O:26][CH2:25][C:23]#[N:24])=[CH:28][CH:29]=3)=[CH:17][CH:16]=1)([CH3:14])[CH3:13])[CH2:2]2, predict the reactants needed to synthesize it. The reactants are: [N:1]12[CH2:8][CH2:7][CH:4]([CH2:5][CH2:6]1)[CH:3]([O:9][C:10](=[O:22])[NH:11][C:12]([C:15]1[CH:20]=[CH:19][C:18](Br)=[CH:17][CH:16]=1)([CH3:14])[CH3:13])[CH2:2]2.[C:23]([CH2:25][O:26][C:27]1[CH:32]=[CH:31][C:30](B(O)O)=[CH:29][CH:28]=1)#[N:24]. (10) Given the product [C:18]([O:22][C:23]([N:25]1[CH2:30][CH2:29][C:28](=[CH:10][C:9]([O:12][CH:3]([C:1]#[N:2])[CH3:4])=[O:11])[CH2:27][CH2:26]1)=[O:24])([CH3:21])([CH3:20])[CH3:19], predict the reactants needed to synthesize it. The reactants are: [C:1]([CH2:3][C:4](OCC)=O)#[N:2].[C:9]([O-:12])(=[O:11])[CH3:10].[NH4+].C(O)(=O)C.[C:18]([O:22][C:23]([N:25]1[CH2:30][CH2:29][C:28](=O)[CH2:27][CH2:26]1)=[O:24])([CH3:21])([CH3:20])[CH3:19].